Predict the reactants needed to synthesize the given product. From a dataset of Full USPTO retrosynthesis dataset with 1.9M reactions from patents (1976-2016). (1) Given the product [CH3:1][C:2]1[CH:7]=[C:6]([S:8]([CH3:11])(=[O:9])=[O:10])[CH:5]=[CH:4][C:3]=1[C:12]1[C:13]2[CH:20]=[C:19]([CH2:21][O:22][C:23]3[CH:24]=[CH:25][C:26]([C@@H:29]([C:36]#[C:37][CH3:38])[CH2:30][C:31]([OH:33])=[O:32])=[CH:27][CH:28]=3)[CH:18]=[CH:17][C:14]=2[S:15][CH:16]=1, predict the reactants needed to synthesize it. The reactants are: [CH3:1][C:2]1[CH:7]=[C:6]([S:8]([CH3:11])(=[O:10])=[O:9])[CH:5]=[CH:4][C:3]=1[C:12]1[C:13]2[CH:20]=[C:19]([CH2:21][O:22][C:23]3[CH:28]=[CH:27][C:26]([C@@H:29]([C:36]#[C:37][CH3:38])[CH2:30][C:31]([O:33]CC)=[O:32])=[CH:25][CH:24]=3)[CH:18]=[CH:17][C:14]=2[S:15][CH:16]=1.[Li+].[OH-].Cl. (2) Given the product [NH2:19][C:20]1[C:25]([F:26])=[C:24]([C:6]2[CH:5]=[C:4]3[C:9](=[CH:8][CH:7]=2)[CH2:1][O:2][CH2:3]3)[N:23]=[C:22]([C:28]([O:30][CH3:31])=[O:29])[C:21]=1[Cl:32], predict the reactants needed to synthesize it. The reactants are: [CH2:1]1[C:9]2[C:4](=[CH:5][C:6](B3OC(C)(C)C(C)(C)O3)=[CH:7][CH:8]=2)[CH2:3][O:2]1.[NH2:19][C:20]1[C:25]([F:26])=[C:24](Cl)[N:23]=[C:22]([C:28]([O:30][CH3:31])=[O:29])[C:21]=1[Cl:32].C(=O)([O-])[O-].[Na+].[Na+].C(#N)C. (3) Given the product [ClH:12].[NH2:13][CH2:14][C:15](=[O:21])[CH2:16][CH2:17][C:18]([O:11][CH2:10][CH2:9][O:8][CH2:7][CH2:6][O:5][CH2:4][CH2:3][O:2][CH3:1])=[O:19], predict the reactants needed to synthesize it. The reactants are: [CH3:1][O:2][CH2:3][CH2:4][O:5][CH2:6][CH2:7][O:8][CH2:9][CH2:10][OH:11].[ClH:12].[NH2:13][CH2:14][C:15](=[O:21])[CH2:16][CH2:17][C:18](O)=[O:19]. (4) Given the product [F:1][C:2]([F:6])([F:5])[CH2:3][S:4][CH2:14][CH:15]1[CH2:20][CH2:19][N:18]([C:21]([O:23][C:24]([CH3:25])([CH3:27])[CH3:26])=[O:22])[CH2:17][CH2:16]1, predict the reactants needed to synthesize it. The reactants are: [F:1][C:2]([F:6])([F:5])[CH2:3][SH:4].[H-].[Na+].CS(O[CH2:14][CH:15]1[CH2:20][CH2:19][N:18]([C:21]([O:23][C:24]([CH3:27])([CH3:26])[CH3:25])=[O:22])[CH2:17][CH2:16]1)(=O)=O. (5) Given the product [CH2:1]([N:5]([CH2:21][C:22]1[CH:34]=[CH:33][C:25]([O:26][CH2:27][C:28]([OH:30])=[O:29])=[C:24]([CH3:35])[CH:23]=1)[C:6]1[C:11]([CH3:12])=[C:10]([C:13]2[CH:14]=[CH:15][C:16]([O:19][CH3:20])=[CH:17][CH:18]=2)[N:9]=[CH:8][N:7]=1)[CH2:2][CH2:3][CH3:4], predict the reactants needed to synthesize it. The reactants are: [CH2:1]([N:5]([CH2:21][C:22]1[CH:34]=[CH:33][C:25]([O:26][CH2:27][C:28]([O:30]CC)=[O:29])=[C:24]([CH3:35])[CH:23]=1)[C:6]1[C:11]([CH3:12])=[C:10]([C:13]2[CH:18]=[CH:17][C:16]([O:19][CH3:20])=[CH:15][CH:14]=2)[N:9]=[CH:8][N:7]=1)[CH2:2][CH2:3][CH3:4].[OH-].[Na+].